Dataset: Forward reaction prediction with 1.9M reactions from USPTO patents (1976-2016). Task: Predict the product of the given reaction. (1) Given the reactants [CH2:1]([N:3]1[C:7]([C:8]2[N:13]=[C:12]([C:14]3[CH:19]=[CH:18][CH:17]=[C:16]([C:20]#[C:21][C@:22]4([OH:29])[CH2:26][CH2:25][N:24]([CH3:27])[C:23]4=[O:28])[CH:15]=3)[N:11]=[C:10]([C:30]([OH:32])=O)[CH:9]=2)=[CH:6][CH:5]=[N:4]1)[CH3:2].[Cl-].[NH4+:34], predict the reaction product. The product is: [CH2:1]([N:3]1[C:7]([C:8]2[N:13]=[C:12]([C:14]3[CH:19]=[CH:18][CH:17]=[C:16]([C:20]#[C:21][C@:22]4([OH:29])[CH2:26][CH2:25][N:24]([CH3:27])[C:23]4=[O:28])[CH:15]=3)[N:11]=[C:10]([C:30]([NH2:34])=[O:32])[CH:9]=2)=[CH:6][CH:5]=[N:4]1)[CH3:2]. (2) Given the reactants [CH3:1][N:2]1[C:6]2=[N:7][C:8]([C:11]3[CH:18]=[CH:17][CH:16]=[CH:15][C:12]=3[C:13]#[N:14])=[CH:9][CH:10]=[C:5]2[NH:4][C:3]1=[O:19].C(=O)([O-])[O-].[Cs+].[Cs+].[F:26][C:27]1[CH:34]=[CH:33][C:32]([C:35]([F:38])([F:37])[F:36])=[CH:31][C:28]=1[CH2:29]Br, predict the reaction product. The product is: [F:26][C:27]1[CH:34]=[CH:33][C:32]([C:35]([F:36])([F:37])[F:38])=[CH:31][C:28]=1[CH2:29][N:4]1[C:5]2[C:6](=[N:7][C:8]([C:11]3[CH:18]=[CH:17][CH:16]=[CH:15][C:12]=3[C:13]#[N:14])=[CH:9][CH:10]=2)[N:2]([CH3:1])[C:3]1=[O:19]. (3) Given the reactants [F:1][C:2]([F:22])([F:21])[C:3]1[CH:4]=[CH:5][C:6]([NH:13][S:14]([C:17]([F:20])([F:19])[F:18])(=[O:16])=[O:15])=[C:7]([CH:12]=1)[C:8]([O:10]C)=[O:9].[OH-].[Li+].Cl, predict the reaction product. The product is: [F:22][C:2]([F:1])([F:21])[C:3]1[CH:4]=[CH:5][C:6]([NH:13][S:14]([C:17]([F:18])([F:19])[F:20])(=[O:16])=[O:15])=[C:7]([CH:12]=1)[C:8]([OH:10])=[O:9]. (4) Given the reactants Br[C:2]1[CH:7]=[CH:6][N:5]=[C:4]2[CH:8]=[C:9]([C:11]([O:13][CH3:14])=[O:12])[S:10][C:3]=12.CCOC(C1C(=O)CCCC1)=O.C(=O)([O-])[O-].[Cs+].[Cs+].[NH2:33][C:34]1[CH:39]=[CH:38][C:37]([OH:40])=[CH:36][CH:35]=1.[F:41][C:42]1[CH:47]=[CH:46][C:45]([CH3:48])=[CH:44][C:43]=1[N:49]=[C:50]=[O:51], predict the reaction product. The product is: [F:41][C:42]1[CH:47]=[CH:46][C:45]([CH3:48])=[CH:44][C:43]=1[NH:49][C:50]([NH:33][C:34]1[CH:39]=[CH:38][C:37]([O:40][C:2]2[CH:7]=[CH:6][N:5]=[C:4]3[CH:8]=[C:9]([C:11]([O:13][CH3:14])=[O:12])[S:10][C:3]=23)=[CH:36][CH:35]=1)=[O:51].